This data is from Forward reaction prediction with 1.9M reactions from USPTO patents (1976-2016). The task is: Predict the product of the given reaction. (1) Given the reactants [Mg].BrCCBr.Cl[CH2:7][C:8]1[CH:13]=[CH:12][CH:11]=[CH:10][C:9]=1[O:14][CH3:15].[CH2:16]([N:23]1[CH2:28][CH2:27][O:26][CH:25]([C:29]([C:31]2[CH:36]=[CH:35][CH:34]=[CH:33][CH:32]=2)=[O:30])[CH2:24]1)[C:17]1[CH:22]=[CH:21][CH:20]=[CH:19][CH:18]=1, predict the reaction product. The product is: [CH2:16]([N:23]1[CH2:28][CH2:27][O:26][CH:25]([C:29]([C:31]2[CH:36]=[CH:35][CH:34]=[CH:33][CH:32]=2)([OH:30])[CH2:7][C:8]2[CH:13]=[CH:12][CH:11]=[CH:10][C:9]=2[O:14][CH3:15])[CH2:24]1)[C:17]1[CH:18]=[CH:19][CH:20]=[CH:21][CH:22]=1. (2) Given the reactants FC(F)(F)[C:3]1[CH:8]=[CH:7][CH:6]=[CH:5][C:4]=1[S:9]([NH:12][C:13]1[S:17][C:16]2[CH2:18][CH2:19][CH2:20][CH2:21][C:15]=2[C:14]=1[C:22]([O:24][CH2:25][CH3:26])=[O:23])(=[O:11])=[O:10].C(OC(C1C2CCCCC=2SC=1N)=O)C.C1(S(Cl)(=O)=O)CCCCC1, predict the reaction product. The product is: [CH:4]1([S:9]([NH:12][C:13]2[S:17][C:16]3[CH2:18][CH2:19][CH2:20][CH2:21][C:15]=3[C:14]=2[C:22]([O:24][CH2:25][CH3:26])=[O:23])(=[O:11])=[O:10])[CH2:3][CH2:8][CH2:7][CH2:6][CH2:5]1. (3) Given the reactants [Br:1][C:2]1[CH:10]=[C:9]([N+:11]([O-:13])=[O:12])[CH:8]=[CH:7][C:3]=1[C:4]([OH:6])=[O:5].C(C1NC=CN=1)(C1NC=CN=1)=O.[C:26](O)([CH3:29])([CH3:28])[CH3:27].C1CCN2C(=NCCC2)CC1, predict the reaction product. The product is: [Br:1][C:2]1[CH:10]=[C:9]([N+:11]([O-:13])=[O:12])[CH:8]=[CH:7][C:3]=1[C:4]([O:6][C:26]([CH3:29])([CH3:28])[CH3:27])=[O:5].